The task is: Predict the product of the given reaction.. This data is from Forward reaction prediction with 1.9M reactions from USPTO patents (1976-2016). (1) Given the reactants [F:1][C:2]1[CH:7]=[C:6]([F:8])[CH:5]=[CH:4][C:3]=1[C:9]1[CH:14]=[C:13]([C:15]2[CH:16]=[N:17][C:18](F)=[CH:19][CH:20]=2)[CH:12]=[C:11]([NH2:22])[CH:10]=1.Cl.[O:24]1CCOCC1.C([O-])(O)=O.[Na+], predict the reaction product. The product is: [NH2:22][C:11]1[CH:12]=[C:13]([C:15]2[CH:20]=[CH:19][C:18]([OH:24])=[N:17][CH:16]=2)[CH:14]=[C:9]([C:3]2[CH:4]=[CH:5][C:6]([F:8])=[CH:7][C:2]=2[F:1])[CH:10]=1. (2) Given the reactants [CH3:1][O:2][C:3]1[CH:4]=[C:5]([NH:15][C:16]2[N:20]=[C:19]([NH2:21])[NH:18][N:17]=2)[CH:6]=[CH:7][C:8]=1[N:9]1[CH:13]=[C:12]([CH3:14])[N:11]=[CH:10]1.[CH3:22][C:23]1[CH:24]=[C:25]([CH:35]=[CH:36][CH:37]=1)[C:26](/[C:28](=[CH:31]/N(C)C)/[C:29]#[N:30])=O, predict the reaction product. The product is: [CH3:1][O:2][C:3]1[CH:4]=[C:5]([NH:15][C:16]2[N:20]=[C:19]3[N:21]=[CH:31][C:28]([C:29]#[N:30])=[C:26]([C:25]4[CH:24]=[C:23]([CH3:22])[CH:37]=[CH:36][CH:35]=4)[N:18]3[N:17]=2)[CH:6]=[CH:7][C:8]=1[N:9]1[CH:13]=[C:12]([CH3:14])[N:11]=[CH:10]1. (3) Given the reactants Cl[C:2]1[N:7]=[N:6][C:5]([CH2:8][N:9]2[CH:13]=[CH:12][N:11]=[C:10]2[C:14]2[CH:19]=[CH:18][CH:17]=[C:16]([F:20])[N:15]=2)=[C:4]([CH2:21][CH2:22][CH3:23])[CH:3]=1.C([Sn](CCCC)(CCCC)[C:29]1[S:30][CH:31]=[CH:32][N:33]=1)CCC, predict the reaction product. The product is: [F:20][C:16]1[N:15]=[C:14]([C:10]2[N:9]([CH2:8][C:5]3[N:6]=[N:7][C:2]([C:29]4[S:30][CH:31]=[CH:32][N:33]=4)=[CH:3][C:4]=3[CH2:21][CH2:22][CH3:23])[CH:13]=[CH:12][N:11]=2)[CH:19]=[CH:18][CH:17]=1. (4) Given the reactants [S:1]1[C:5]2[CH:6]=[C:7]([NH:10][C:11]3[CH:16]=[C:15]([NH:17][CH:18]([CH3:20])[CH3:19])[C:14]([C:21]4[O:22][C:23]([NH:26][CH:27]5[CH2:32][CH2:31][NH:30][CH2:29][CH2:28]5)=[N:24][N:25]=4)=[CH:13][N:12]=3)[CH:8]=[CH:9][C:4]=2[N:3]=[CH:2]1.C1COCC1.CCN(C(C)C)C(C)C.[S:47](Cl)([CH3:50])(=[O:49])=[O:48], predict the reaction product. The product is: [S:1]1[C:5]2[CH:6]=[C:7]([NH:10][C:11]3[CH:16]=[C:15]([NH:17][CH:18]([CH3:20])[CH3:19])[C:14]([C:21]4[O:22][C:23]([NH:26][CH:27]5[CH2:32][CH2:31][N:30]([S:47]([CH3:50])(=[O:49])=[O:48])[CH2:29][CH2:28]5)=[N:24][N:25]=4)=[CH:13][N:12]=3)[CH:8]=[CH:9][C:4]=2[N:3]=[CH:2]1. (5) Given the reactants [CH3:1][N:2]([CH2:4][C:5]1[CH:6]=[C:7]([C:11]2[CH:16]=[CH:15][C:14]([C:17]#[N:18])=[CH:13][C:12]=2[O:19][CH2:20][O:21][CH3:22])[CH:8]=[CH:9][CH:10]=1)[CH3:3].[H-].[H-].[H-].[H-].[Li+].[Al+3], predict the reaction product. The product is: [CH3:3][N:2]([CH2:4][C:5]1[CH:6]=[C:7]([C:11]2[CH:16]=[CH:15][C:14]([CH2:17][NH2:18])=[CH:13][C:12]=2[O:19][CH2:20][O:21][CH3:22])[CH:8]=[CH:9][CH:10]=1)[CH3:1]. (6) Given the reactants Cl[CH2:2][CH2:3][CH2:4][C:5]([NH:7][C:8]1[CH:13]=[CH:12][CH:11]=[C:10]([CH2:14][C:15]2[C:24]3[C:19](=[CH:20][CH:21]=[CH:22][CH:23]=3)[C:18](=[O:25])[NH:17][N:16]=2)[CH:9]=1)=[O:6].[O-]CC.[Na+], predict the reaction product. The product is: [O:6]=[C:5]1[CH2:4][CH2:3][CH2:2][N:7]1[C:8]1[CH:9]=[C:10]([CH:11]=[CH:12][CH:13]=1)[CH2:14][C:15]1[C:24]2[C:19](=[CH:20][CH:21]=[CH:22][CH:23]=2)[C:18](=[O:25])[NH:17][N:16]=1. (7) The product is: [Cl:1][C:2]1[CH:3]=[C:4]([N+:13]([O-:15])=[O:14])[C:5]([F:12])=[C:6]([CH:11]=1)[C:7]([O:9][CH3:10])=[O:8]. Given the reactants [Cl:1][C:2]1[CH:3]=[CH:4][C:5]([F:12])=[C:6]([CH:11]=1)[C:7]([O:9][CH3:10])=[O:8].[N+:13]([O-])([OH:15])=[O:14], predict the reaction product. (8) The product is: [Cl:45][C:40]1[CH:41]=[CH:42][CH:43]=[CH:44][C:39]=1[C@H:37]([O:36][C:29]1[CH:28]=[C:27]([NH:26][C:9]2[CH:8]=[C:7]([CH2:6][O:5][C:3](=[O:4])[C:2]([CH3:1])([CH3:24])[CH3:25])[CH:12]=[CH:11][C:10]=2[N+:13]([O-:15])=[O:14])[S:31][C:30]=1[C:32]([O:34][CH3:35])=[O:33])[CH3:38]. Given the reactants [CH3:1][C:2]([CH3:25])([CH3:24])[C:3]([O:5][CH2:6][C:7]1[CH:12]=[CH:11][C:10]([N+:13]([O-:15])=[O:14])=[C:9](OS(C(F)(F)F)(=O)=O)[CH:8]=1)=[O:4].[NH2:26][C:27]1[S:31][C:30]([C:32]([O:34][CH3:35])=[O:33])=[C:29]([O:36][C@@H:37]([C:39]2[CH:44]=[CH:43][CH:42]=[CH:41][C:40]=2[Cl:45])[CH3:38])[CH:28]=1.C1(C)C=CC=CC=1.C(=O)([O-])[O-].[Cs+].[Cs+], predict the reaction product. (9) Given the reactants [C:1]([Si:5]([CH3:18])([CH3:17])[O:6][C:7]([C:10]([CH3:16])([CH:14]=[CH2:15])[C:11]([OH:13])=[O:12])([CH3:9])[CH3:8])([CH3:4])([CH3:3])[CH3:2].Br[C:20]1[CH:29]=[C:28]2[C:23]([CH:24]=[CH:25][C:26]([C@H:30]([O:32][C:33](=[O:35])[CH3:34])[CH3:31])=[N:27]2)=[CH:22][CH:21]=1.C1(C)C=CC=CC=1P(C1C=CC=CC=1C)C1C=CC=CC=1C.C(N(CC)CC)C, predict the reaction product. The product is: [C:33]([O:32][C@@H:30]([C:26]1[CH:25]=[CH:24][C:23]2[C:28](=[CH:29][C:20](/[CH:15]=[CH:14]/[C:10]([C:7]([O:6][Si:5]([C:1]([CH3:4])([CH3:3])[CH3:2])([CH3:18])[CH3:17])([CH3:8])[CH3:9])([CH3:16])[C:11]([OH:13])=[O:12])=[CH:21][CH:22]=2)[N:27]=1)[CH3:31])(=[O:35])[CH3:34].